This data is from Reaction yield outcomes from USPTO patents with 853,638 reactions. The task is: Predict the reaction yield, written as a fraction of the theoretical maximum amount of product (1.0 means a 100% yield; for example, 0.34 means a 34% yield). (1) The reactants are N1C2C(=CC=CC=2)C(C2CCC(=O)CC2)=C1.O1[C:21]2([CH2:26][CH2:25][CH:24]([C:27]3[C:35]4[C:30](=[CH:31][CH:32]=[C:33]([Br:36])[CH:34]=4)[NH:29][CH:28]=3)[CH2:23][CH2:22]2)[O:20]CC1. No catalyst specified. The product is [Br:36][C:33]1[CH:34]=[C:35]2[C:30](=[CH:31][CH:32]=1)[NH:29][CH:28]=[C:27]2[CH:24]1[CH2:23][CH2:22][C:21](=[O:20])[CH2:26][CH2:25]1. The yield is 0.840. (2) The reactants are [C:1]1(C2C=CC=CC=2)[CH:6]=[CH:5][C:4]([CH2:7][N:8]([CH2:16][CH2:17][CH2:18][N:19]([CH2:29][C:30]2[CH:35]=[CH:34][C:33](C3C=CC=CC=3)=[CH:32][CH:31]=2)[C:20]([O:22][CH2:23][C:24]2[S:28][CH:27]=[N:26][CH:25]=2)=[O:21])C(=O)OC(C)(C)C)=[CH:3][CH:2]=1.[CH3:48][C:49]([CH3:53])([CH3:52])[CH:50]=O.CC(O)=O. No catalyst specified. The product is [CH2:29]([N:19]([CH2:18][CH2:17][CH2:16][N:8]([CH2:7][C:4]1[CH:3]=[CH:2][CH:1]=[CH:6][CH:5]=1)[CH2:50][C:49]([CH3:53])([CH3:52])[CH3:48])[C:20](=[O:21])[O:22][CH2:23][C:24]1[S:28][CH:27]=[N:26][CH:25]=1)[C:30]1[CH:35]=[CH:34][CH:33]=[CH:32][CH:31]=1. The yield is 0.170. (3) The reactants are [O:1]1[C:5]2[CH:6]=[CH:7][CH:8]=[CH:9][C:4]=2[CH:3]=[N:2]1.[S:10]([Cl:14])(=O)(=[O:12])[OH:11]. The catalyst is ClCCl. The product is [O:1]1[C:5]2[CH:6]=[CH:7][C:8]([S:10]([Cl:14])(=[O:12])=[O:11])=[CH:9][C:4]=2[CH:3]=[N:2]1. The yield is 0.480. (4) The reactants are [Cl:1][C:2]1[CH:3]=[C:4]([N:10]2[CH:22]([CH:23]3[CH2:27][CH2:26][CH2:25][CH2:24]3)[CH:21]3[C:12]([C:13]4[CH:14]=[CH:15][C:16]([C:28](O)=[O:29])=[N:17][C:18]=4[CH2:19][CH2:20]3)=[N:11]2)[CH:5]=[CH:6][C:7]=1[C:8]#[N:9].FC(F)(F)C(O)=O.[CH3:38][S:39]([CH2:42][CH2:43][NH2:44])(=[O:41])=[O:40].CCN(C(C)C)C(C)C.CN(C(ON1N=NC2C=CC=NC1=2)=[N+](C)C)C.F[P-](F)(F)(F)(F)F.C(N(CC)CC)C. The catalyst is ClCCl.CN(C=O)C. The product is [Cl:1][C:2]1[CH:3]=[C:4]([N:10]2[CH:22]([CH:23]3[CH2:27][CH2:26][CH2:25][CH2:24]3)[CH:21]3[C:12]([C:13]4[CH:14]=[CH:15][C:16]([C:28]([NH:44][CH2:43][CH2:42][S:39]([CH3:38])(=[O:41])=[O:40])=[O:29])=[N:17][C:18]=4[CH2:19][CH2:20]3)=[N:11]2)[CH:5]=[CH:6][C:7]=1[C:8]#[N:9]. The yield is 0.798.